This data is from Full USPTO retrosynthesis dataset with 1.9M reactions from patents (1976-2016). The task is: Predict the reactants needed to synthesize the given product. (1) The reactants are: [C:1]([O:5][C:6](=[O:26])[NH:7][C@@H:8]1[CH2:13][CH2:12][CH2:11][N:10]([C:14]2[C:19]([O:20][CH3:21])=[CH:18][N:17]=[C:16]3[NH:22][CH:23]=[C:24]([NH2:25])[C:15]=23)[CH2:9]1)([CH3:4])([CH3:3])[CH3:2].[F:27][C:28]1[CH:42]=[CH:41][C:31]([CH2:32][N:33]2[CH:37]=[C:36]([C:38](O)=[O:39])[CH:35]=[N:34]2)=[CH:30][CH:29]=1.CCN(CC)CC.CN(C(ON1N=NC2C=CC=NC1=2)=[N+](C)C)C.F[P-](F)(F)(F)(F)F. Given the product [C:1]([O:5][C:6](=[O:26])[NH:7][C@@H:8]1[CH2:13][CH2:12][CH2:11][N:10]([C:14]2[C:19]([O:20][CH3:21])=[CH:18][N:17]=[C:16]3[NH:22][CH:23]=[C:24]([NH:25][C:38]([C:36]4[CH:35]=[N:34][N:33]([CH2:32][C:31]5[CH:41]=[CH:42][C:28]([F:27])=[CH:29][CH:30]=5)[CH:37]=4)=[O:39])[C:15]=23)[CH2:9]1)([CH3:4])([CH3:2])[CH3:3], predict the reactants needed to synthesize it. (2) Given the product [CH3:1][C:2]1[CH-:3][C:4]2[C:9]([CH:10]=1)=[C:8]([C:11]1[CH:12]=[C:13]([C:21]([CH3:22])([CH3:23])[CH3:24])[CH:14]=[C:15]([C:17]([CH3:20])([CH3:19])[CH3:18])[CH:16]=1)[C:7]([CH3:25])=[CH:6][CH:5]=2.[Li+:26], predict the reactants needed to synthesize it. The reactants are: [CH3:1][C:2]1[CH2:3][C:4]2[C:9]([CH:10]=1)=[C:8]([C:11]1[CH:16]=[C:15]([C:17]([CH3:20])([CH3:19])[CH3:18])[CH:14]=[C:13]([C:21]([CH3:24])([CH3:23])[CH3:22])[CH:12]=1)[C:7]([CH3:25])=[CH:6][CH:5]=2.[Li:26]CCCC. (3) Given the product [CH3:1][C:2]1[CH:14]=[CH:13][C:12]([NH2:15])=[CH:11][C:3]=1[O:4][C:5]1[CH:6]=[N:7][CH:8]=[CH:9][CH:10]=1, predict the reactants needed to synthesize it. The reactants are: [CH3:1][C:2]1[CH:14]=[CH:13][C:12]([N+:15]([O-])=O)=[CH:11][C:3]=1[O:4][C:5]1[CH:6]=[N:7][CH:8]=[CH:9][CH:10]=1.C(O)=O.